This data is from Forward reaction prediction with 1.9M reactions from USPTO patents (1976-2016). The task is: Predict the product of the given reaction. Given the reactants [F:1][C:2]([F:15])([F:14])[O:3][C:4]1[CH:12]=[CH:11][CH:10]=[C:9]2[C:5]=1[CH2:6][CH2:7][C@@H:8]2[OH:13].[CH3:16][O:17][C:18](=[O:30])[CH2:19][C@H:20]1[C:24]2[CH:25]=[CH:26][C:27](O)=[CH:28][C:23]=2[O:22][CH2:21]1, predict the reaction product. The product is: [CH3:16][O:17][C:18](=[O:30])[CH2:19][C@H:20]1[C:24]2[CH:25]=[CH:26][C:27]([O:13][C@H:8]3[C:9]4[C:5](=[C:4]([O:3][C:2]([F:14])([F:15])[F:1])[CH:12]=[CH:11][CH:10]=4)[CH2:6][CH2:7]3)=[CH:28][C:23]=2[O:22][CH2:21]1.